Dataset: Forward reaction prediction with 1.9M reactions from USPTO patents (1976-2016). Task: Predict the product of the given reaction. (1) Given the reactants [CH2:1]([OH:4])[CH2:2][OH:3].[CH3:5][CH:6]1[CH2:11][CH2:10][C:9](=O)[CH2:8][CH:7]1[S:13]([C:16]1[CH:21]=[CH:20][CH:19]=[CH:18][CH:17]=1)(=[O:15])=[O:14].C(=O)(O)[O-].[Na+], predict the reaction product. The product is: [CH2:2]1[CH2:1][O:4][C:9]2([CH2:10][CH2:11][CH:6]([CH3:5])[CH:7]([S:13]([C:16]3[CH:21]=[CH:20][CH:19]=[CH:18][CH:17]=3)(=[O:14])=[O:15])[CH2:8]2)[O:3]1. (2) Given the reactants [C:1]1([CH2:7][CH2:8][CH2:9][CH2:10][OH:11])[CH:6]=[CH:5][CH:4]=[CH:3][CH:2]=1.[Br:12][CH2:13][CH2:14][CH2:15][CH2:16][CH2:17][CH2:18]Br.[OH-].[K+], predict the reaction product. The product is: [Br:12][CH2:13][CH2:14][CH2:15][CH2:16][CH2:17][CH2:18][O:11][CH2:10][CH2:9][CH2:8][CH2:7][C:1]1[CH:6]=[CH:5][CH:4]=[CH:3][CH:2]=1. (3) Given the reactants [OH-].[Na+].[NH:3]1[C:11]2[C:6](=[CH:7][CH:8]=[CH:9][CH:10]=2)[CH:5]=[CH:4]1.[Cl:12][CH2:13][CH2:14]Cl, predict the reaction product. The product is: [Cl:12][CH2:13][CH2:14][N:3]1[C:11]2[C:6](=[CH:7][CH:8]=[CH:9][CH:10]=2)[CH:5]=[CH:4]1.